Dataset: TCR-epitope binding with 47,182 pairs between 192 epitopes and 23,139 TCRs. Task: Binary Classification. Given a T-cell receptor sequence (or CDR3 region) and an epitope sequence, predict whether binding occurs between them. (1) The epitope is FLNGSCGSV. The TCR CDR3 sequence is CASSQDNQQGNTEAFF. Result: 0 (the TCR does not bind to the epitope). (2) The epitope is TPRVTGGGAM. The TCR CDR3 sequence is CASSSPGVNYGYTF. Result: 0 (the TCR does not bind to the epitope). (3) The epitope is SLVKPSFYV. The TCR CDR3 sequence is CASSTPGLAGRHNEQFF. Result: 0 (the TCR does not bind to the epitope). (4) The epitope is IPSINVHHY. The TCR CDR3 sequence is CATSPGQGMKTQYF. Result: 0 (the TCR does not bind to the epitope). (5) The epitope is EHPTFTSQYRIQGKL. The TCR CDR3 sequence is CASRQGARGGNQPQHF. Result: 0 (the TCR does not bind to the epitope).